Dataset: Reaction yield outcomes from USPTO patents with 853,638 reactions. Task: Predict the reaction yield, written as a fraction of the theoretical maximum amount of product (1.0 means a 100% yield; for example, 0.34 means a 34% yield). (1) The reactants are [C:1]([C:3]1[CH:27]=[C:26]([CH3:28])[C:6]([O:7][C:8]2[C:13]([N+:14]([O-])=O)=[CH:12][N:11]=[C:10]([NH:17][C:18]3[CH:25]=[CH:24][C:21]([C:22]#[N:23])=[CH:20][CH:19]=3)[N:9]=2)=[C:5]([CH3:29])[CH:4]=1)#[N:2]. The catalyst is O1CCCC1.[Pd]. The product is [NH2:14][C:13]1[C:8]([O:7][C:6]2[C:26]([CH3:28])=[CH:27][C:3]([C:1]#[N:2])=[CH:4][C:5]=2[CH3:29])=[N:9][C:10]([NH:17][C:18]2[CH:25]=[CH:24][C:21]([C:22]#[N:23])=[CH:20][CH:19]=2)=[N:11][CH:12]=1. The yield is 0.840. (2) The reactants are [CH2:1]([C:5]1[N:10]=[C:9]([CH3:11])[N:8]([C:12]2[CH:13]=[C:14]3[C:18](=[CH:19][CH:20]=2)[CH:17]([OH:21])[CH2:16][CH2:15]3)[C:7](=[O:22])[C:6]=1[CH2:23][C:24]1[CH:29]=[CH:28][C:27]([C:30]2[CH:35]=[CH:34][CH:33]=[CH:32][C:31]=2[C:36]2[NH:40][C:39](=[O:41])[O:38][N:37]=2)=[CH:26][CH:25]=1)[CH2:2][CH2:3][CH3:4].CC(OI1(OC(C)=O)(OC(C)=O)OC(=O)C2C1=CC=CC=2)=O.C(OCC)(=O)C.S([O-])([O-])(=O)=S.[Na+].[Na+]. The catalyst is C(#N)C.O. The product is [CH2:1]([C:5]1[N:10]=[C:9]([CH3:11])[N:8]([C:12]2[CH:13]=[C:14]3[C:18](=[CH:19][CH:20]=2)[C:17](=[O:21])[CH2:16][CH2:15]3)[C:7](=[O:22])[C:6]=1[CH2:23][C:24]1[CH:29]=[CH:28][C:27]([C:30]2[CH:35]=[CH:34][CH:33]=[CH:32][C:31]=2[C:36]2[NH:40][C:39](=[O:41])[O:38][N:37]=2)=[CH:26][CH:25]=1)[CH2:2][CH2:3][CH3:4]. The yield is 0.490. (3) The catalyst is C1COCC1.C1C=CC(P(C2C=CC=CC=2)C2C=CC=CC=2)=CC=1.C1C=CC(P(C2C=CC=CC=2)C2C=CC=CC=2)=CC=1.Cl[Pd]Cl.[Cu]I. The yield is 0.870. The reactants are [Br:1][C:2]1[CH:7]=[CH:6][C:5](I)=[CH:4][N:3]=1.[C:9]([Si:11]([CH3:14])([CH3:13])[CH3:12])#[CH:10].C(N(CC)CC)C. The product is [Br:1][C:2]1[CH:7]=[CH:6][C:5]([C:10]#[C:9][Si:11]([CH3:14])([CH3:13])[CH3:12])=[CH:4][N:3]=1. (4) The reactants are [NH:1]1[C:14]2[CH:13]=[N:12][C:11]3[C:6](=[CH:7][CH:8]=[CH:9][CH:10]=3)[C:5]=2[O:4][CH2:3][CH2:2]1.[Br:15][C:16]1[CH:17]=[C:18]([CH:22]=[C:23]([Br:27])[C:24]=1[O:25][CH3:26])[C:19](Cl)=[O:20].C(N(CC)CC)C.Cl. The catalyst is ClCCl. The product is [Br:15][C:16]1[CH:17]=[C:18]([C:19]([N:1]2[C:14]3[CH:13]=[N:12][C:11]4[C:6](=[CH:7][CH:8]=[CH:9][CH:10]=4)[C:5]=3[O:4][CH2:3][CH2:2]2)=[O:20])[CH:22]=[C:23]([Br:27])[C:24]=1[O:25][CH3:26]. The yield is 0.860. (5) The reactants are [F:1][C:2]([F:39])([F:38])[C:3]1[CH:4]=[C:5]([C@H:13]([O:15][C@H:16]2[CH2:20][N:19]([C:21]([O:23][C:24]([CH3:27])([CH3:26])[CH3:25])=[O:22])[C@@H:18]([C:28](O)=[O:29])[C@@H:17]2[C:31]2[CH:36]=[CH:35][C:34]([F:37])=[CH:33][CH:32]=2)[CH3:14])[CH:6]=[C:7]([C:9]([F:12])([F:11])[F:10])[CH:8]=1.C(O[C:45](Cl)=[O:46])C(C)C.[N+:48](=[CH2:50])=[N-:49]. The catalyst is C1COCC1. The product is [F:11][C:9]([F:10])([F:12])[C:7]1[CH:6]=[C:5]([C@H:13]([O:15][C@H:16]2[CH2:20][N:19]([C:21]([O:23][C:24]([CH3:25])([CH3:27])[CH3:26])=[O:22])[C@@:18]([C:28](=[O:29])[CH2:50][N:48]=[NH:49])([CH:45]=[O:46])[C@@H:17]2[C:31]2[CH:32]=[CH:33][C:34]([F:37])=[CH:35][CH:36]=2)[CH3:14])[CH:4]=[C:3]([C:2]([F:38])([F:1])[F:39])[CH:8]=1. The yield is 0.700. (6) The reactants are [F:1][C:2]1[CH:7]=[CH:6][C:5](N)=[CH:4][C:3]=1[C:9]1[CH:14]=[CH:13][CH:12]=[CH:11][C:10]=1[S:15][CH3:16].N([O-])=O.[Na+].[BrH:21]. The catalyst is O1CCOCC1.O.[Cu]Br. The product is [Br:21][C:5]1[CH:6]=[CH:7][C:2]([F:1])=[C:3]([C:9]2[CH:14]=[CH:13][CH:12]=[CH:11][C:10]=2[S:15][CH3:16])[CH:4]=1. The yield is 0.570.